Dataset: Reaction yield outcomes from USPTO patents with 853,638 reactions. Task: Predict the reaction yield, written as a fraction of the theoretical maximum amount of product (1.0 means a 100% yield; for example, 0.34 means a 34% yield). (1) The reactants are [N+]([C:4]1C=CC=CC=1O)([O-])=O.[Br:11][C:12]1[C:17]([N+:18]([O-:20])=[O:19])=[CH:16][CH:15]=[CH:14][C:13]=1[OH:21].C(=O)([O-])[O-].[Cs+].[Cs+].CI. The catalyst is CN(C=O)C. The product is [Br:11][C:12]1[C:17]([N+:18]([O-:20])=[O:19])=[CH:16][CH:15]=[CH:14][C:13]=1[O:21][CH3:4]. The yield is 0.940. (2) The reactants are [C:1]([O:5][C:6]([N:8]1[CH2:13][CH2:12][CH:11]([CH:14]([C:26]([O:28]C)=O)[CH:15]([OH:25])[C:16]2[CH:21]=[CH:20][CH:19]=[CH:18][C:17]=2[N+:22]([O-])=O)[CH2:10][CH2:9]1)=[O:7])([CH3:4])([CH3:3])[CH3:2].C(O)(=O)C. The catalyst is C(OCC)(=O)C.[Fe]. The product is [C:1]([O:5][C:6]([N:8]1[CH2:13][CH2:12][CH:11]([CH:14]2[CH:15]([OH:25])[C:16]3[C:17](=[CH:18][CH:19]=[CH:20][CH:21]=3)[NH:22][C:26]2=[O:28])[CH2:10][CH2:9]1)=[O:7])([CH3:3])([CH3:4])[CH3:2]. The yield is 0.770.